Dataset: Catalyst prediction with 721,799 reactions and 888 catalyst types from USPTO. Task: Predict which catalyst facilitates the given reaction. (1) Reactant: [C:1]([O:5][C:6](=[O:33])[NH:7][C:8]1([C:12]2[CH:17]=[CH:16][C:15]([C:18]3[C:23]([C:24]4[CH:29]=[CH:28][CH:27]=[CH:26][CH:25]=4)=[CH:22][C:21]([C:30]#[N:31])=[C:20]([OH:32])[N:19]=3)=[CH:14][CH:13]=2)[CH2:11][CH2:10][CH2:9]1)([CH3:4])([CH3:3])[CH3:2].[OH-].[Na+].OO.C(O)(=[O:40])C. Product: [C:1]([O:5][C:6](=[O:33])[NH:7][C:8]1([C:12]2[CH:13]=[CH:14][C:15]([C:18]3[C:23]([C:24]4[CH:25]=[CH:26][CH:27]=[CH:28][CH:29]=4)=[CH:22][C:21]([C:30](=[O:40])[NH2:31])=[C:20]([OH:32])[N:19]=3)=[CH:16][CH:17]=2)[CH2:11][CH2:10][CH2:9]1)([CH3:4])([CH3:2])[CH3:3]. The catalyst class is: 40. (2) Reactant: [Cl:1][C:2]1[CH:12]=[CH:11][C:10]2[C:13]3[C:3]=1[CH2:4][C:5](=[O:14])[C:6]=3[CH:7]=[CH:8][CH:9]=2.[BH4-].[Na+].[Cl-].[NH4+]. Product: [Cl:1][C:2]1[CH:12]=[CH:11][C:10]2[C:13]3[C:3]=1[CH2:4][CH:5]([OH:14])[C:6]=3[CH:7]=[CH:8][CH:9]=2. The catalyst class is: 5. (3) Reactant: O.[C:2]1([CH3:19])[CH:7]=[CH:6][C:5]([S:8]([N:11]2[CH2:18][CH2:17][CH2:16][C@H:12]2[C:13]([OH:15])=O)(=[O:10])=[O:9])=[CH:4][CH:3]=1.Cl.C[O:22][C:23](=[O:30])[C@H:24]([CH2:26][CH:27]([CH3:29])[CH3:28])[NH2:25].[Li+].[OH-]. Product: [C:2]1([CH3:19])[CH:3]=[CH:4][C:5]([S:8]([N:11]2[CH2:18][CH2:17][CH2:16][C@H:12]2[C:13]([NH:25][C@H:24]([C:23]([OH:30])=[O:22])[CH2:26][CH:27]([CH3:29])[CH3:28])=[O:15])(=[O:9])=[O:10])=[CH:6][CH:7]=1. The catalyst class is: 20. (4) Reactant: [N:1]12[CH2:9][CH2:8][CH:5]([CH2:6][CH2:7]1)[C:4](=[O:10])[CH2:3][CH2:2]2.[H-].[Al+3].[Li+].[H-].[H-].[H-]. Product: [N:1]12[CH2:9][CH2:8][CH:5]([CH2:6][CH2:7]1)[CH:4]([OH:10])[CH2:3][CH2:2]2. The catalyst class is: 12. (5) Reactant: [CH:1]1([CH2:7][N:8](C)[C:9](=O)OC(C)(C)C)[CH2:6][CH2:5][CH2:4][CH2:3][CH2:2]1.[ClH:17].C(OCC)(=O)C. Product: [ClH:17].[CH:1]1([CH2:7][NH:8][CH3:9])[CH2:6][CH2:5][CH2:4][CH2:3][CH2:2]1. The catalyst class is: 13.